This data is from CYP2C19 inhibition data for predicting drug metabolism from PubChem BioAssay. The task is: Regression/Classification. Given a drug SMILES string, predict its absorption, distribution, metabolism, or excretion properties. Task type varies by dataset: regression for continuous measurements (e.g., permeability, clearance, half-life) or binary classification for categorical outcomes (e.g., BBB penetration, CYP inhibition). Dataset: cyp2c19_veith. (1) The molecule is COc1ccccc1-c1ccc2ncnc(N(C)Cc3ccco3)c2c1. The result is 1 (inhibitor). (2) The drug is CC(=O)OC[C@H]1O[C@@H](ON=C(C)C)[C@H](OC(C)=O)[C@@H](OC(C)=O)[C@H]1OC(C)=O. The result is 0 (non-inhibitor). (3) The drug is FC(F)(F)c1ccccc1-c1nccc(NCc2cccs2)n1. The result is 1 (inhibitor). (4) The compound is Cc1cccc(CNc2cc(-c3ccccc3C)ncn2)c1. The result is 1 (inhibitor).